From a dataset of Peptide-MHC class I binding affinity with 185,985 pairs from IEDB/IMGT. Regression. Given a peptide amino acid sequence and an MHC pseudo amino acid sequence, predict their binding affinity value. This is MHC class I binding data. (1) The peptide sequence is ASCMGLIYNR. The MHC is HLA-A68:01 with pseudo-sequence HLA-A68:01. The binding affinity (normalized) is 0.448. (2) The peptide sequence is FLKPEETFV. The MHC is HLA-A02:16 with pseudo-sequence HLA-A02:16. The binding affinity (normalized) is 1.00.